This data is from Full USPTO retrosynthesis dataset with 1.9M reactions from patents (1976-2016). The task is: Predict the reactants needed to synthesize the given product. Given the product [Cl:22][C:2]1[CH:3]=[CH:4][C:16]([C:17]([Cl:19])=[O:18])=[CH:6][N:7]=1, predict the reactants needed to synthesize it. The reactants are: O=[C:2]1[NH:7][CH:6]=C(C(O)=O)[CH:4]=[CH:3]1.CN(C=O)C.[C:16](Cl)(=O)[C:17]([Cl:19])=[O:18].[Cl:22]CCl.